This data is from NCI-60 drug combinations with 297,098 pairs across 59 cell lines. The task is: Regression. Given two drug SMILES strings and cell line genomic features, predict the synergy score measuring deviation from expected non-interaction effect. (1) Drug 2: CCC(=C(C1=CC=CC=C1)C2=CC=C(C=C2)OCCN(C)C)C3=CC=CC=C3.C(C(=O)O)C(CC(=O)O)(C(=O)O)O. Synergy scores: CSS=2.07, Synergy_ZIP=-3.04, Synergy_Bliss=-1.23, Synergy_Loewe=-3.07, Synergy_HSA=-1.62. Drug 1: CN(C)N=NC1=C(NC=N1)C(=O)N. Cell line: U251. (2) Drug 1: CC1OCC2C(O1)C(C(C(O2)OC3C4COC(=O)C4C(C5=CC6=C(C=C35)OCO6)C7=CC(=C(C(=C7)OC)O)OC)O)O. Drug 2: C1=CC=C(C(=C1)C(C2=CC=C(C=C2)Cl)C(Cl)Cl)Cl. Cell line: NCI-H226. Synergy scores: CSS=14.3, Synergy_ZIP=-6.50, Synergy_Bliss=-5.22, Synergy_Loewe=-15.7, Synergy_HSA=-4.83. (3) Drug 1: CCC(=C(C1=CC=CC=C1)C2=CC=C(C=C2)OCCN(C)C)C3=CC=CC=C3.C(C(=O)O)C(CC(=O)O)(C(=O)O)O. Drug 2: CCC1=C2CN3C(=CC4=C(C3=O)COC(=O)C4(CC)O)C2=NC5=C1C=C(C=C5)O. Cell line: NCI-H322M. Synergy scores: CSS=-4.82, Synergy_ZIP=3.28, Synergy_Bliss=-2.49, Synergy_Loewe=-3.05, Synergy_HSA=-8.54. (4) Drug 1: CC1C(C(=O)NC(C(=O)N2CCCC2C(=O)N(CC(=O)N(C(C(=O)O1)C(C)C)C)C)C(C)C)NC(=O)C3=C4C(=C(C=C3)C)OC5=C(C(=O)C(=C(C5=N4)C(=O)NC6C(OC(=O)C(N(C(=O)CN(C(=O)C7CCCN7C(=O)C(NC6=O)C(C)C)C)C)C(C)C)C)N)C. Drug 2: C1CN1P(=S)(N2CC2)N3CC3. Cell line: MDA-MB-231. Synergy scores: CSS=17.6, Synergy_ZIP=-5.15, Synergy_Bliss=-4.61, Synergy_Loewe=-1.46, Synergy_HSA=-1.21. (5) Drug 1: CC(C1=C(C=CC(=C1Cl)F)Cl)OC2=C(N=CC(=C2)C3=CN(N=C3)C4CCNCC4)N. Drug 2: C1=NC(=NC(=O)N1C2C(C(C(O2)CO)O)O)N. Cell line: SNB-19. Synergy scores: CSS=9.97, Synergy_ZIP=-1.42, Synergy_Bliss=3.37, Synergy_Loewe=3.27, Synergy_HSA=3.17. (6) Drug 1: CC1=CC2C(CCC3(C2CCC3(C(=O)C)OC(=O)C)C)C4(C1=CC(=O)CC4)C. Drug 2: CC(C)NC(=O)C1=CC=C(C=C1)CNNC.Cl. Cell line: HCC-2998. Synergy scores: CSS=-3.14, Synergy_ZIP=2.37, Synergy_Bliss=-1.08, Synergy_Loewe=-3.29, Synergy_HSA=-4.09.